From a dataset of HIV replication inhibition screening data with 41,000+ compounds from the AIDS Antiviral Screen. Binary Classification. Given a drug SMILES string, predict its activity (active/inactive) in a high-throughput screening assay against a specified biological target. (1) The drug is CS(=O)(=O)CS(C)(=O)=O. The result is 0 (inactive). (2) The compound is CCCCCCOP(OCCCCCC)OCCCCCC. The result is 0 (inactive). (3) The molecule is Cc1nc2[nH]ncn2c(=O)c1CCO. The result is 0 (inactive).